Predict the reactants needed to synthesize the given product. From a dataset of Full USPTO retrosynthesis dataset with 1.9M reactions from patents (1976-2016). (1) Given the product [NH2:2][C:30]1[N:29]=[CH:28][C:27]2[CH2:26][C:25]([CH3:37])([CH3:36])[C:24]3[C:20]([C:18]([NH2:17])=[O:19])=[N:21][N:22]([CH3:38])[C:23]=3[C:32]=2[N:31]=1, predict the reactants needed to synthesize it. The reactants are: C[N:2]1CCN(CC2C=C(N)C=CC=2)CC1.C[NH:17][C:18]([C:20]1[C:24]2[C:25]([CH3:37])([CH3:36])[CH:26](CC)[C:27]3[CH:28]=[N:29][C:30](I)=[N:31][C:32]=3[C:23]=2[N:22]([CH3:38])[N:21]=1)=[O:19].C([O-])([O-])=O.[K+].[K+]. (2) Given the product [Br:1][C:2]1[CH:7]=[CH:6][C:5]([O:8][CH2:13][CH2:12][CH2:11][CH2:10][Br:9])=[CH:4][CH:3]=1, predict the reactants needed to synthesize it. The reactants are: [Br:1][C:2]1[CH:7]=[CH:6][C:5]([OH:8])=[CH:4][CH:3]=1.[Br:9][CH2:10][CH2:11][CH2:12][CH2:13]Br.